Predict the product of the given reaction. From a dataset of Forward reaction prediction with 1.9M reactions from USPTO patents (1976-2016). (1) Given the reactants [NH:1]1[C:9]2[C:4](=[CH:5][CH:6]=[CH:7][CH:8]=2)[C:3]2([C:21]3[C:12](=[CH:13][C:14]4OCC[O:16][C:15]=4[CH:20]=3)[O:11][CH2:10]2)[C:2]1=[O:22].N1C2[C:26](=[CH:27]C=CC=2)[C@@:25]2(C3[C:34](=CC4OCCOC=4C=3)[O:33][CH2:32]2)C1=O.BrCCC[CH2:49][O:50][CH3:51].BrCCCCC, predict the reaction product. The product is: [CH3:34][O:33][CH2:32][CH2:25][CH2:26][CH2:27][N:1]1[C:9]2[C:4](=[CH:5][CH:6]=[CH:7][CH:8]=2)[C:3]2([C:21]3[C:12](=[CH:13][C:14]4[CH2:51][O:50][CH2:49][O:16][C:15]=4[CH:20]=3)[O:11][CH2:10]2)[C:2]1=[O:22]. (2) The product is: [CH3:16][C:11]1[NH:12][C:13](=[O:15])[CH2:14][CH:9]([C:6]2[CH:5]=[CH:4][C:3]([C:2]([F:20])([F:21])[F:1])=[CH:8][CH:7]=2)[C:10]=1[C:17]([NH:22][C:23]1[CH:24]=[C:25]2[C:29](=[C:30]([CH3:32])[CH:31]=1)[NH:28][N:27]=[CH:26]2)=[O:18]. Given the reactants [F:1][C:2]([F:21])([F:20])[C:3]1[CH:8]=[CH:7][C:6]([CH:9]2[CH2:14][C:13](=[O:15])[NH:12][C:11]([CH3:16])=[C:10]2[C:17](O)=[O:18])=[CH:5][CH:4]=1.[NH2:22][C:23]1[CH:24]=[C:25]2[C:29](=[C:30]([CH3:32])[CH:31]=1)[NH:28][N:27]=[CH:26]2.C(Cl)CCl.CCN(CC)CC, predict the reaction product. (3) Given the reactants Br[C:2]1[CH:3]=[C:4]([CH:9]=[CH:10][C:11]=1[O:12][CH:13]([CH3:15])[CH3:14])[C:5]([O:7][CH3:8])=[O:6].C(Cl)Cl.O.[CH3:20][N:21](C=O)C, predict the reaction product. The product is: [C:20]([C:2]1[CH:3]=[C:4]([CH:9]=[CH:10][C:11]=1[O:12][CH:13]([CH3:15])[CH3:14])[C:5]([O:7][CH3:8])=[O:6])#[N:21]. (4) Given the reactants [F:1][C:2]([F:12])([F:11])[C:3]1[CH:10]=[CH:9][C:6]([CH2:7][NH2:8])=[CH:5][CH:4]=1.ClC(Cl)(O[C:17](=[O:23])OC(Cl)(Cl)Cl)Cl.[N-:25]=[C:26]=O.CO.[CH3:30][N:31]([CH:33]=[O:34])C, predict the reaction product. The product is: [F:1][C:2]([F:11])([F:12])[C:3]1[CH:10]=[CH:9][C:6]([CH2:7][NH:8][C:33]([NH:31][C:30]2[C:26]3[NH:25][C:17](=[O:23])[NH:8][C:7]=3[CH:6]=[CH:5][CH:4]=2)=[O:34])=[CH:5][CH:4]=1. (5) Given the reactants C(=O)([O-])[O-].[Cs+].[Cs+].Br[C:8]1[CH:9]=[C:10]2[C:15](=[CH:16][CH:17]=1)[N:14]=[C:13]([CH3:18])[C:12]([S:19]([CH3:22])(=[O:21])=[O:20])=[C:11]2[N:23]1[CH2:28][CH2:27][O:26][CH2:25][CH2:24]1.[NH:29]1[CH2:34][CH2:33][CH2:32][CH2:31][CH2:30]1, predict the reaction product. The product is: [CH3:22][S:19]([C:12]1[C:13]([CH3:18])=[N:14][C:15]2[C:10]([C:11]=1[N:23]1[CH2:28][CH2:27][O:26][CH2:25][CH2:24]1)=[CH:9][C:8]([N:29]1[CH2:34][CH2:33][CH2:32][CH2:31][CH2:30]1)=[CH:17][CH:16]=2)(=[O:21])=[O:20]. (6) Given the reactants [NH:1]1[CH2:5][CH2:4][C:3]([C:6]2[CH:11]=[CH:10][C:9]([OH:12])=[CH:8][CH:7]=2)=[N:2]1.[CH2:13]([O:20][C:21]1[CH:26]=[CH:25][C:24]([CH2:27][C:28](O)=[O:29])=[CH:23][C:22]=1[O:31][CH3:32])[C:14]1[CH:19]=[CH:18][CH:17]=[CH:16][CH:15]=1, predict the reaction product. The product is: [CH2:13]([O:20][C:21]1[CH:26]=[CH:25][C:24]([CH2:27][C:28]([N:1]2[CH2:5][CH2:4][C:3]([C:6]3[CH:11]=[CH:10][C:9]([OH:12])=[CH:8][CH:7]=3)=[N:2]2)=[O:29])=[CH:23][C:22]=1[O:31][CH3:32])[C:14]1[CH:19]=[CH:18][CH:17]=[CH:16][CH:15]=1. (7) Given the reactants [NH2:1][CH2:2][C:3]1[CH:4]=[CH:5][C:6]([Cl:26])=[C:7]([N:9]2[C:13](=[O:14])[NH:12][C:11]([C:15]3[CH:20]=[CH:19][C:18]([C:21]#[C:22][CH:23]4[CH2:25][CH2:24]4)=[CH:17][CH:16]=3)=[N:10]2)[CH:8]=1.C[O:28][CH2:29][C:30]([CH3:35])([CH3:34])[C:31](O)=[O:32].F[P-](F)(F)(F)(F)F.N1(O[P+](N(C)C)(N(C)C)N(C)C)C2C=CC=CC=2N=N1, predict the reaction product. The product is: [Cl:26][C:6]1[CH:5]=[CH:4][C:3]([CH2:2][NH:1][C:29](=[O:28])[C:30]([CH3:35])([CH3:34])[CH2:31][OH:32])=[CH:8][C:7]=1[N:9]1[C:13](=[O:14])[NH:12][C:11]([C:15]2[CH:20]=[CH:19][C:18]([C:21]#[C:22][CH:23]3[CH2:25][CH2:24]3)=[CH:17][CH:16]=2)=[N:10]1. (8) Given the reactants C([O:5][C:6](=[O:18])[CH:7]([N:9]1[CH:13]=[C:12]([C:14]([O:16][CH3:17])=[O:15])[N:11]=[N:10]1)[CH3:8])(C)(C)C.Cl, predict the reaction product. The product is: [CH3:17][O:16][C:14]([C:12]1[N:11]=[N:10][N:9]([CH:7]([CH3:8])[C:6]([OH:18])=[O:5])[CH:13]=1)=[O:15].